From a dataset of Peptide-MHC class II binding affinity with 134,281 pairs from IEDB. Regression. Given a peptide amino acid sequence and an MHC pseudo amino acid sequence, predict their binding affinity value. This is MHC class II binding data. (1) The peptide sequence is GELQIVDHIDAAFKI. The MHC is DRB5_0101 with pseudo-sequence DRB5_0101. The binding affinity (normalized) is 0.725. (2) The peptide sequence is ECQVQTAVDFGNSYI. The MHC is DRB1_0405 with pseudo-sequence DRB1_0405. The binding affinity (normalized) is 0.176.